This data is from NCI-60 drug combinations with 297,098 pairs across 59 cell lines. The task is: Regression. Given two drug SMILES strings and cell line genomic features, predict the synergy score measuring deviation from expected non-interaction effect. (1) Drug 2: N.N.Cl[Pt+2]Cl. Cell line: SF-295. Drug 1: C1=CC(=CC=C1CCCC(=O)O)N(CCCl)CCCl. Synergy scores: CSS=18.5, Synergy_ZIP=-1.96, Synergy_Bliss=-4.48, Synergy_Loewe=-5.58, Synergy_HSA=-3.73. (2) Drug 1: C1=C(C(=O)NC(=O)N1)N(CCCl)CCCl. Drug 2: C1CN1P(=S)(N2CC2)N3CC3. Cell line: SK-MEL-28. Synergy scores: CSS=8.02, Synergy_ZIP=-5.53, Synergy_Bliss=-0.852, Synergy_Loewe=-4.13, Synergy_HSA=-0.788. (3) Drug 1: CCC(=C(C1=CC=CC=C1)C2=CC=C(C=C2)OCCN(C)C)C3=CC=CC=C3.C(C(=O)O)C(CC(=O)O)(C(=O)O)O. Drug 2: C1=NNC2=C1C(=O)NC=N2. Cell line: DU-145. Synergy scores: CSS=-3.42, Synergy_ZIP=0.212, Synergy_Bliss=2.09, Synergy_Loewe=-2.39, Synergy_HSA=-1.94. (4) Drug 1: C#CCC(CC1=CN=C2C(=N1)C(=NC(=N2)N)N)C3=CC=C(C=C3)C(=O)NC(CCC(=O)O)C(=O)O. Drug 2: C(CC(=O)O)C(=O)CN.Cl. Cell line: MDA-MB-435. Synergy scores: CSS=-0.212, Synergy_ZIP=-0.731, Synergy_Bliss=-0.135, Synergy_Loewe=1.19, Synergy_HSA=1.51. (5) Drug 1: CNC(=O)C1=NC=CC(=C1)OC2=CC=C(C=C2)NC(=O)NC3=CC(=C(C=C3)Cl)C(F)(F)F. Drug 2: COC1=C2C(=CC3=C1OC=C3)C=CC(=O)O2. Cell line: SR. Synergy scores: CSS=-0.762, Synergy_ZIP=-1.03, Synergy_Bliss=-3.98, Synergy_Loewe=-5.57, Synergy_HSA=-5.27.